This data is from Forward reaction prediction with 1.9M reactions from USPTO patents (1976-2016). The task is: Predict the product of the given reaction. (1) Given the reactants [Cl:1][C:2]1[CH:3]=[C:4]([CH:8]=[CH:9][C:10]=1[NH:11][CH:12]=[O:13])[C:5]([OH:7])=O.[NH2:14][C:15]1[C:16]([CH3:21])=[CH:17][CH:18]=[CH:19][CH:20]=1, predict the reaction product. The product is: [Cl:1][C:2]1[CH:3]=[C:4]([CH:8]=[CH:9][C:10]=1[NH:11][CH:12]=[O:13])[C:5]([NH:14][C:15]1[CH:20]=[CH:19][CH:18]=[CH:17][C:16]=1[CH3:21])=[O:7]. (2) Given the reactants NC(=NO)[C@](NC(=O)CN1C(=O)N(C[C@H](O)C(F)(F)F)C(C2C=CC(Cl)=CC=2)=N1)(C1C=CC=C(C(F)(F)F)C=1)C.N1C=CC=CC=1.ClC(OCC(C)C)=O.[NH2:55][C:56](=[N:93][O:94][C:95](OCC(C)C)=[O:96])[C@:57]([NH:69][C:70](=[O:92])[CH2:71][N:72]1[C:76](=[O:77])[N:75]([CH2:78][C@H:79]([OH:84])[C:80]([F:83])([F:82])[F:81])[C:74]([C:85]2[CH:90]=[CH:89][C:88]([Cl:91])=[CH:87][CH:86]=2)=[N:73]1)([C:59]1[CH:64]=[CH:63][CH:62]=[C:61]([C:65]([F:68])([F:67])[F:66])[CH:60]=1)[CH3:58].Cl, predict the reaction product. The product is: [Cl:91][C:88]1[CH:87]=[CH:86][C:85]([C:74]2[N:75]([CH2:78][C@H:79]([OH:84])[C:80]([F:81])([F:83])[F:82])[C:76](=[O:77])[N:72]([CH2:71][C:70]([NH:69][C@@:57]([C:56]3[NH:55][C:95](=[O:96])[O:94][N:93]=3)([C:59]3[CH:64]=[CH:63][CH:62]=[C:61]([C:65]([F:68])([F:67])[F:66])[CH:60]=3)[CH3:58])=[O:92])[N:73]=2)=[CH:90][CH:89]=1. (3) Given the reactants [S:1]1[CH:5]=[CH:4][C:3]2[S:6][CH:7]=[CH:8][C:2]1=2.[C:9]([Li])([CH3:12])([CH3:11])C.[CH2:14]([Sn:18](Cl)([CH2:23][CH2:24][CH2:25][CH3:26])[CH2:19][CH2:20][CH2:21][CH3:22])[CH2:15][CH2:16][CH3:17], predict the reaction product. The product is: [CH2:14]([Sn:18]([CH2:23][CH2:11][CH2:9][CH3:12])([CH2:19][CH2:20][CH2:21][CH3:22])[C:5]1[S:1][C:2]2[CH:8]=[C:7]([Sn:18]([CH2:23][CH2:24][CH2:25][CH3:26])([CH2:19][CH2:20][CH2:21][CH3:22])[CH2:14][CH2:15][CH2:16][CH3:17])[S:6][C:3]=2[CH:4]=1)[CH2:15][CH2:16][CH3:17]. (4) Given the reactants Br[C:2]1[CH:7]=[CH:6][N:5]=[C:4]2[NH:8][CH:9]=[CH:10][C:3]=12.[F:11][C:12]([F:17])([F:16])[C:13]([OH:15])=[O:14].[NH:18]1[CH:22]=[C:21]([C:23]2[CH:24]=[C:25]([CH:28]=[CH:29][CH:30]=2)[C:26]#[N:27])[CH:20]=[N:19]1, predict the reaction product. The product is: [F:11][C:12]([F:17])([F:16])[C:13]([OH:15])=[O:14].[NH:8]1[C:4]2=[N:5][CH:6]=[CH:7][C:2]([N:18]3[CH:22]=[C:21]([C:23]4[CH:24]=[C:25]([CH:28]=[CH:29][CH:30]=4)[C:26]#[N:27])[CH:20]=[N:19]3)=[C:3]2[CH:10]=[CH:9]1. (5) Given the reactants [CH:1]1[CH:6]=[CH:5][C:4]([C@H:7]([NH2:10])[CH2:8][OH:9])=[CH:3][CH:2]=1.C(=O)C1C=CC([O:18]C)=CC=1.O1CCCC1.ClC1C=C(C=CC=1)C(OO)=O, predict the reaction product. The product is: [OH:18][NH:10][C@@H:7]([C:4]1[CH:5]=[CH:6][CH:1]=[CH:2][CH:3]=1)[CH2:8][OH:9].